From a dataset of Reaction yield outcomes from USPTO patents with 853,638 reactions. Predict the reaction yield, written as a fraction of the theoretical maximum amount of product (1.0 means a 100% yield; for example, 0.34 means a 34% yield). (1) The reactants are [CH3:1][N:2]([CH3:12])[C:3]1[CH:8]=[CH:7][C:6]([C:9]([OH:11])=O)=[CH:5][CH:4]=1.C(Cl)(=O)C(Cl)=O.N1C=CC=CC=1.[C:25]1([C:31]2NN=[N:33][N:32]=2)[CH:30]=[CH:29][CH:28]=[CH:27][CH:26]=1.C(=O)([O-])O.[Na+]. The catalyst is CN(C)C=O.C(#N)C.ClCCl. The product is [CH3:12][N:2]([CH3:1])[C:3]1[CH:4]=[CH:5][C:6]([C:9]2[O:11][C:31]([C:25]3[CH:30]=[CH:29][CH:28]=[CH:27][CH:26]=3)=[N:32][N:33]=2)=[CH:7][CH:8]=1. The yield is 0.159. (2) The reactants are [OH:1][C@@H:2]1[C@H:6]2[N:7]([C:21]([O:23][C:24]([CH3:27])([CH3:26])[CH3:25])=[O:22])[CH2:8][C@@H:9]([O:10]S(C3C=CC(C)=CC=3)(=O)=O)[C@H:5]2[O:4][CH2:3]1.[O-][CH2:29][CH3:30].[Na+]. The catalyst is C(O)C.C(=O)([O-])O.[Na+]. The product is [CH2:29]([O:10][C@H:9]1[CH2:8][N:7]([C:21]([O:23][C:24]([CH3:25])([CH3:26])[CH3:27])=[O:22])[C@@H:6]2[C@@H:2]([OH:1])[CH2:3][O:4][C@H:5]12)[CH3:30]. The yield is 0.0700. (3) The reactants are [Br:1][C:2]1[C:3](=[O:21])[O:4][CH:5]([CH:9](O)[C:10]2[C:19]3[C:14](=[CH:15][CH:16]=[CH:17][CH:18]=3)[CH:13]=[CH:12][CH:11]=2)[C:6]=1[O:7][CH3:8].C(N(CC)CC)C.CS(Cl)(=O)=O. The catalyst is C(Cl)Cl.CCOC(C)=O.O. The product is [Br:1][C:2]1[C:3](=[O:21])[O:4]/[C:5](=[CH:9]\[C:10]2[C:19]3[C:14](=[CH:15][CH:16]=[CH:17][CH:18]=3)[CH:13]=[CH:12][CH:11]=2)/[C:6]=1[O:7][CH3:8]. The yield is 0.800.